From a dataset of Full USPTO retrosynthesis dataset with 1.9M reactions from patents (1976-2016). Predict the reactants needed to synthesize the given product. (1) Given the product [BrH:3].[CH3:16][O:15][C:9]1[CH:8]=[C:7]([C:5](=[O:6])[CH2:4][NH:2][CH3:1])[CH:12]=[CH:11][C:10]=1[O:13][CH3:14], predict the reactants needed to synthesize it. The reactants are: [CH3:1][NH2:2].[Br:3][CH2:4][C:5]([C:7]1[CH:12]=[CH:11][C:10]([O:13][CH3:14])=[C:9]([O:15][CH3:16])[CH:8]=1)=[O:6]. (2) Given the product [C:11]([C@@H:6]([NH:5][C:3]([C@@H:2]([NH:1][C:36]([C@H:35]([CH2:39][CH:40]([CH3:41])[CH3:42])[CH2:34][C:32]([O:31][CH2:29][CH3:30])=[O:33])=[O:37])[CH2:14][C:15]1[CH:16]=[CH:17][C:18]([C:21]2[CH:26]=[CH:25][C:24]([O:27][CH3:28])=[CH:23][CH:22]=2)=[CH:19][CH:20]=1)=[O:4])[CH2:7][CH:8]([CH3:9])[CH3:10])(=[O:13])[NH2:12], predict the reactants needed to synthesize it. The reactants are: [NH2:1][C@@H:2]([CH2:14][C:15]1[CH:20]=[CH:19][C:18]([C:21]2[CH:26]=[CH:25][C:24]([O:27][CH3:28])=[CH:23][CH:22]=2)=[CH:17][CH:16]=1)[C:3]([NH:5][CH:6]([C:11](=[O:13])[NH2:12])[CH2:7][CH:8]([CH3:10])[CH3:9])=[O:4].[CH2:29]([O:31][C:32]([CH2:34][C@@H:35]([CH2:39][CH:40]([CH3:42])[CH3:41])[C:36](O)=[O:37])=[O:33])[CH3:30].C(Cl)CCl.C1C=CC2N(O)N=NC=2C=1.CN1CCOCC1. (3) Given the product [CH3:25][N:9]1[C:8](=[O:26])[C:7]([C:6]2[CH:5]=[CH:4][S:3][C:2]=2[C:32]2[CH:33]=[CH:34][C:29]([C:27]#[N:28])=[CH:30][CH:31]=2)=[C:12]([CH3:13])[N:11]([C:14]2[CH:19]=[CH:18][CH:17]=[C:16]([C:20]([F:23])([F:22])[F:21])[CH:15]=2)[C:10]1=[O:24], predict the reactants needed to synthesize it. The reactants are: Br[C:2]1[S:3][CH:4]=[CH:5][C:6]=1[C:7]1[C:8](=[O:26])[N:9]([CH3:25])[C:10](=[O:24])[N:11]([C:14]2[CH:19]=[CH:18][CH:17]=[C:16]([C:20]([F:23])([F:22])[F:21])[CH:15]=2)[C:12]=1[CH3:13].[C:27]([C:29]1[CH:34]=[CH:33][C:32](B(O)O)=[CH:31][CH:30]=1)#[N:28].C(=O)([O-])[O-].[Na+].[Na+].O. (4) Given the product [CH3:1][O:2][C:3]1[CH:8]=[CH:7][C:6]2[C:9]3([CH2:19][O:20][C:5]=2[CH:4]=1)[C:17]1[C:12](=[CH:13][CH:14]=[CH:15][CH:16]=1)[N:11]([CH2:33][C:41]1[CH:36]=[N:35][CH:34]=[CH:39][CH:40]=1)[C:10]3=[O:18], predict the reactants needed to synthesize it. The reactants are: [CH3:1][O:2][C:3]1[CH:8]=[CH:7][C:6]2[C:9]3([CH2:19][O:20][C:5]=2[CH:4]=1)[C:17]1[C:12](=[CH:13][CH:14]=[CH:15][CH:16]=1)[NH:11][C:10]3=[O:18].CC1C2C=C3[C:33]4([C:41]5[C:36](=CC=[CH:39][CH:40]=5)[NH:35][C:34]4=O)COC3=CC=2ON=1.Br.BrCC1C=NC=CC=1.BrCC1OC(C(F)(F)F)=CC=1. (5) Given the product [Br:1][CH2:2][C:3]1[C:4]([C:20]2[CH:25]=[CH:24][C:23]([S:26](=[O:28])(=[O:29])[N:27]=[CH:30][N:31]([CH3:33])[CH3:32])=[CH:22][CH:21]=2)=[C:5]([C:15]([O:17][CH2:18][CH3:19])=[O:16])[S:6][C:7]=1[C:8]1[CH:9]=[CH:10][C:11]([Cl:14])=[CH:12][CH:13]=1, predict the reactants needed to synthesize it. The reactants are: [Br:1][CH2:2][C:3]1[C:4]([C:20]2[CH:25]=[CH:24][C:23]([S:26](=[O:29])(=[O:28])[NH2:27])=[CH:22][CH:21]=2)=[C:5]([C:15]([O:17][CH2:18][CH3:19])=[O:16])[S:6][C:7]=1[C:8]1[CH:13]=[CH:12][C:11]([Cl:14])=[CH:10][CH:9]=1.[CH3:30][N:31]([CH:33]=O)[CH3:32].COC(OC)N(C)C.